Dataset: Catalyst prediction with 721,799 reactions and 888 catalyst types from USPTO. Task: Predict which catalyst facilitates the given reaction. (1) Reactant: Br[C:2]1[CH:10]=[C:9]([C:11]#[N:12])[CH:8]=[C:7]2[C:3]=1[CH:4]=[CH:5][NH:6]2.C([O-])(=O)C.[K+].B1(B2OC(C)(C)C(C)(C)O2)OC(C)(C)C(C)(C)O1.Cl[C:37]1[N:42]=[C:41]([N:43]2[CH2:48][CH2:47][O:46][CH2:45][C@H:44]2[CH3:49])[CH:40]=[C:39]([C:50]2([S:53]([CH3:56])(=[O:55])=[O:54])[CH2:52][CH2:51]2)[N:38]=1.C(=O)([O-])[O-].[Na+].[Na+]. Product: [CH3:49][C@@H:44]1[CH2:45][O:46][CH2:47][CH2:48][N:43]1[C:41]1[CH:40]=[C:39]([C:50]2([S:53]([CH3:56])(=[O:55])=[O:54])[CH2:51][CH2:52]2)[N:38]=[C:37]([C:2]2[CH:10]=[C:9]([C:11]#[N:12])[CH:8]=[C:7]3[C:3]=2[CH:4]=[CH:5][NH:6]3)[N:42]=1. The catalyst class is: 77. (2) Reactant: [CH2:1]([C@@H:8]1[CH2:12][O:11][C:10](=[O:13])[N:9]1[C:14](=[O:19])[CH2:15][CH:16]([CH3:18])[CH3:17])[C:2]1[CH:7]=[CH:6][CH:5]=[CH:4][CH:3]=1.[Li+].C[Si]([N-][Si](C)(C)C)(C)C.[CH3:30][O:31][C:32]1[CH:39]=[CH:38][C:35]([CH2:36]Br)=[CH:34][C:33]=1[O:40][CH2:41][CH2:42][CH2:43][O:44][CH3:45]. Product: [CH3:45][O:44][CH2:43][CH2:42][CH2:41][O:40][C:33]1[CH:34]=[C:35]([CH:38]=[CH:39][C:32]=1[O:31][CH3:30])[CH2:36][C@H:15]([CH:16]([CH3:17])[CH3:18])[C:14]([N:9]1[C@H:8]([CH2:1][C:2]2[CH:3]=[CH:4][CH:5]=[CH:6][CH:7]=2)[CH2:12][O:11][C:10]1=[O:13])=[O:19]. The catalyst class is: 1. (3) Reactant: C[O:2][C:3](=[O:23])[C@@H:4]([N:9]1[CH2:13][C:12]([O:14][C:15]2[CH:20]=[CH:19][CH:18]=[CH:17][C:16]=2[Cl:21])=[CH:11][C:10]1=[O:22])[CH2:5][CH2:6][O:7][CH3:8].O.[OH-].[Li+].Cl. Product: [Cl:21][C:16]1[CH:17]=[CH:18][CH:19]=[CH:20][C:15]=1[O:14][C:12]1[CH2:13][N:9]([C@@H:4]([CH2:5][CH2:6][O:7][CH3:8])[C:3]([OH:23])=[O:2])[C:10](=[O:22])[CH:11]=1. The catalyst class is: 30. (4) Reactant: [Cl:1][C:2]1[N:3]=[CH:4][C:5]2[N:11]([CH3:12])[C:10](=[O:13])[CH2:9][CH2:8][N:7]([CH:14]3[CH2:18][CH2:17][CH2:16][CH2:15]3)[C:6]=2[N:19]=1.[Li+].[CH3:21][CH:22]([N-:24]C(C)C)C. Product: [Cl:1][C:2]1[N:3]=[CH:4][C:5]2[N:11]([CH3:12])[C:10](=[O:13])[CH:9]([CH2:21][C:22]#[N:24])[CH2:8][N:7]([CH:14]3[CH2:18][CH2:17][CH2:16][CH2:15]3)[C:6]=2[N:19]=1. The catalyst class is: 1. (5) Reactant: [OH-].[Na+].C([O:5][C:6](=[O:38])[CH2:7][CH2:8][N:9]([C:16]([C:18]1[CH:37]=[CH:36][C:21]2[N:22]([CH3:35])[C:23]([CH2:25][NH:26][C:27]3[CH:32]=[CH:31][C:30]([C:33]#[N:34])=[CH:29][CH:28]=3)=[N:24][C:20]=2[CH:19]=1)=[O:17])[C:10]1[CH:15]=[CH:14][CH:13]=[CH:12][N:11]=1)C. Product: [C:33]([C:30]1[CH:31]=[CH:32][C:27]([NH:26][CH2:25][C:23]2[N:22]([CH3:35])[C:21]3[CH:36]=[CH:37][C:18]([C:16]([N:9]([C:10]4[CH:15]=[CH:14][CH:13]=[CH:12][N:11]=4)[CH2:8][CH2:7][C:6]([OH:38])=[O:5])=[O:17])=[CH:19][C:20]=3[N:24]=2)=[CH:28][CH:29]=1)#[N:34]. The catalyst class is: 40. (6) Reactant: C1(P(=O)(C2C=CC=CC=2)C2C=CC=CC=2)C=CC=CC=1.FC(F)(F)S(OS(C(F)(F)F)(=O)=O)(=O)=O.C([S:43][C:44]([CH3:73])([CH:68]([O:71][CH3:72])[O:69][CH3:70])[CH2:45][NH:46][C:47]([C:49]1[NH:50][C:51]2[C:56]([CH:57]=1)=[CH:55][CH:54]=[CH:53][C:52]=2[N:58]([CH3:67])[S:59]([C:62]1[S:63][CH:64]=[CH:65][CH:66]=1)(=[O:61])=[O:60])=O)C1C=CC=CC=1.C(=O)([O-])O.[Na+]. The catalyst class is: 4. Product: [CH3:70][O:69][CH:68]([O:71][CH3:72])[C:44]1([CH3:73])[S:43][C:47]([C:49]2[NH:50][C:51]3[C:56]([CH:57]=2)=[CH:55][CH:54]=[CH:53][C:52]=3[N:58]([CH3:67])[S:59]([C:62]2[S:63][CH:64]=[CH:65][CH:66]=2)(=[O:61])=[O:60])=[N:46][CH2:45]1. (7) Reactant: [F:1][C:2]1[C:7]([F:8])=[CH:6][CH:5]=[CH:4][C:3]=1[C@H:9]1[CH2:14][NH:13][C:12](=[N:15][CH2:16][CH:17](O)[CH2:18][C:19]([F:22])([F:21])[F:20])[C@@H:11]([NH:24][C:25](=[O:31])[O:26][C:27]([CH3:30])([CH3:29])[CH3:28])[CH2:10]1.[Cr](O[Cr]([O-])(=O)=O)([O-])(=O)=O.[NH+]1C=CC=CC=1.[NH+]1C=CC=CC=1.C(=O)(O)[O-].[Na+].O. Product: [F:1][C:2]1[C:7]([F:8])=[CH:6][CH:5]=[CH:4][C:3]=1[C@H:9]1[CH2:14][N:13]2[C:17]([CH2:18][C:19]([F:22])([F:21])[F:20])=[CH:16][N:15]=[C:12]2[C@@H:11]([NH:24][C:25](=[O:31])[O:26][C:27]([CH3:30])([CH3:29])[CH3:28])[CH2:10]1. The catalyst class is: 10. (8) The catalyst class is: 16. Reactant: [CH3:1][C:2]1([CH2:8][OH:9])[CH2:7][CH2:6][CH2:5][CH2:4][CH2:3]1.[Cl:10][C:11]1[C:12](F)=[CH:13][C:14]([F:24])=[C:15]([CH:23]=1)[C:16]([O:18][C:19]([CH3:22])([CH3:21])[CH3:20])=[O:17].C(=O)([O-])[O-].[Cs+].[Cs+]. Product: [Cl:10][C:11]1[C:12]([O:9][CH2:8][C:2]2([CH3:1])[CH2:7][CH2:6][CH2:5][CH2:4][CH2:3]2)=[CH:13][C:14]([F:24])=[C:15]([CH:23]=1)[C:16]([O:18][C:19]([CH3:20])([CH3:21])[CH3:22])=[O:17]. (9) Reactant: [NH2:1][C:2]1[CH:11]=[CH:10][C:9]([Br:12])=[CH:8][C:3]=1[C:4]([O:6][CH3:7])=[O:5].C(O)(=O)C.[CH:17](=O)[CH2:18][CH3:19].C(O[BH-](OC(=O)C)OC(=O)C)(=O)C.[Na+]. Product: [Br:12][C:9]1[CH:10]=[CH:11][C:2]([NH:1][CH2:17][CH2:18][CH3:19])=[C:3]([CH:8]=1)[C:4]([O:6][CH3:7])=[O:5]. The catalyst class is: 701. (10) The catalyst class is: 4. Reactant: Cl.[Br:2][C:3]1[CH:4]=[C:5]([CH:8]=[CH:9][CH:10]=1)[CH2:6][NH2:7].C(N(CC)CC)C.[C:18](O[C:18]([O:20][C:21]([CH3:24])([CH3:23])[CH3:22])=[O:19])([O:20][C:21]([CH3:24])([CH3:23])[CH3:22])=[O:19]. Product: [Br:2][C:3]1[CH:4]=[C:5]([CH:8]=[CH:9][CH:10]=1)[CH2:6][NH:7][C:18](=[O:19])[O:20][C:21]([CH3:24])([CH3:23])[CH3:22].